Dataset: CYP2D6 inhibition data for predicting drug metabolism from PubChem BioAssay. Task: Regression/Classification. Given a drug SMILES string, predict its absorption, distribution, metabolism, or excretion properties. Task type varies by dataset: regression for continuous measurements (e.g., permeability, clearance, half-life) or binary classification for categorical outcomes (e.g., BBB penetration, CYP inhibition). Dataset: cyp2d6_veith. (1) The drug is COc1ccc(Oc2ncc3nc(-c4cc(F)cc(F)c4)c(=O)n(C)c3n2)cc1. The result is 0 (non-inhibitor). (2) The drug is Cc1cc2sc(C)[n+](CCCOS(=O)(=O)O)c2cc1C. The result is 0 (non-inhibitor).